From a dataset of Full USPTO retrosynthesis dataset with 1.9M reactions from patents (1976-2016). Predict the reactants needed to synthesize the given product. (1) Given the product [C:1]([O:18][C:19]1[CH:20]=[CH:21][C:22]([CH2:58][C@@H:42]2[N:37]3[C:38](=[O:41])[CH2:39][CH2:40][N:35]([C:33](=[O:34])[NH:32][CH2:25][C:26]4[CH:31]=[CH:30][CH:29]=[CH:28][CH:27]=4)[CH:36]3[CH2:45][N:44]([CH2:46][C:47]3[C:56]4[C:51](=[CH:52][CH:53]=[CH:54][CH:55]=4)[CH:50]=[CH:49][CH:48]=3)[C:43]2=[O:57])=[CH:23][CH:24]=1)(=[O:17])[CH2:2][CH2:3][CH2:4][CH2:5][CH2:6][CH2:7][CH2:8][CH2:9][CH2:10][CH2:11][CH2:12][CH2:13][CH2:14][CH2:15][CH3:16], predict the reactants needed to synthesize it. The reactants are: [C:1]([O:18][C:19]1[CH:24]=[CH:23][CH:22]=[CH:21][CH:20]=1)(=[O:17])[CH2:2][CH2:3][CH2:4][CH2:5][CH2:6][CH2:7][CH2:8][CH2:9][CH2:10][CH2:11][CH2:12][CH2:13][CH2:14][CH2:15][CH3:16].[CH2:25]([NH:32][C:33]([N:35]1[CH2:40][CH2:39][C:38](=[O:41])[N:37]2[C@@H:42]([CH2:58]C3C=CC(O)=CC=3)[C:43](=[O:57])[N:44]([CH2:46][C:47]3[C:56]4[C:51](=[CH:52][CH:53]=[CH:54][CH:55]=4)[CH:50]=[CH:49][CH:48]=3)[CH2:45][CH:36]12)=[O:34])[C:26]1[CH:31]=[CH:30][CH:29]=[CH:28][CH:27]=1.C(Cl)(=O)CCCCCCCCCCCC. (2) Given the product [Br:1][C:2]1[C:3]([N:21]2[CH2:25][CH2:24][CH:23]([C:26]3[CH:31]=[CH:30][CH:29]=[CH:28][N:27]=3)[CH2:22]2)=[C:4]2[C:10]([NH:11][C:12](=[O:19])[C:13]3[CH:18]=[CH:17][CH:16]=[N:15][CH:14]=3)=[CH:9][NH:8][C:5]2=[N:6][CH:7]=1, predict the reactants needed to synthesize it. The reactants are: [Br:1][C:2]1[C:3](F)=[C:4]2[C:10]([NH:11][C:12](=[O:19])[C:13]3[CH:18]=[CH:17][CH:16]=[N:15][CH:14]=3)=[CH:9][NH:8][C:5]2=[N:6][CH:7]=1.[NH:21]1[CH2:25][CH2:24][CH:23]([C:26]2[CH:31]=[CH:30][CH:29]=[CH:28][N:27]=2)[CH2:22]1. (3) Given the product [C:1]([C:3]1[CH:4]=[C:5]([N:25]2[CH2:26][CH2:27][N:28]([CH2:31][CH3:32])[CH2:29][CH2:30]2)[CH:6]=[C:7]2[C:12]=1[N:11]=[CH:10][N:9]([C:13]1[CH:14]=[C:15]([CH:20]=[CH:21][C:22]=1[CH3:23])[C:16]([OH:18])=[O:17])[C:8]2=[O:24])#[N:2], predict the reactants needed to synthesize it. The reactants are: [C:1]([C:3]1[CH:4]=[C:5]([N:25]2[CH2:30][CH2:29][N:28]([CH2:31][CH3:32])[CH2:27][CH2:26]2)[CH:6]=[C:7]2[C:12]=1[N:11]=[CH:10][N:9]([C:13]1[CH:14]=[C:15]([CH:20]=[CH:21][C:22]=1[CH3:23])[C:16]([O:18]C)=[O:17])[C:8]2=[O:24])#[N:2].[OH-].[Na+]. (4) Given the product [F:1][C:2]([F:6])([F:5])[CH:3]([F:4])[C:2]([F:6])([F:5])[F:1], predict the reactants needed to synthesize it. The reactants are: [F:1][C:2]([F:6])([F:5])[CH2:3][F:4].O=[O+][O-]. (5) Given the product [CH3:30][O:29][C:26]1[CH:25]=[CH:24][C:23]([C:22]2[C:15]3[C:14]([NH:13][C:10]4[CH:11]=[CH:12][C:7]([CH2:6][CH2:5][CH2:4][C:3]([OH:37])=[O:2])=[CH:8][CH:9]=4)=[N:19][CH:18]=[N:17][C:16]=3[O:20][C:21]=2[C:31]2[CH:36]=[CH:35][CH:34]=[CH:33][CH:32]=2)=[CH:28][CH:27]=1, predict the reactants needed to synthesize it. The reactants are: C[O:2][C:3](=[O:37])[CH2:4][CH2:5][CH2:6][C:7]1[CH:12]=[CH:11][C:10]([NH:13][C:14]2[C:15]3[C:22]([C:23]4[CH:28]=[CH:27][C:26]([O:29][CH3:30])=[CH:25][CH:24]=4)=[C:21]([C:31]4[CH:36]=[CH:35][CH:34]=[CH:33][CH:32]=4)[O:20][C:16]=3[N:17]=[CH:18][N:19]=2)=[CH:9][CH:8]=1.[OH-].[Na+]. (6) Given the product [O:4]1[C:8]2[CH:9]=[CH:10][CH:11]=[C:12]([N:13]3[CH2:18][CH2:17][N:16]([CH2:19][CH2:20][C@H:21]4[CH2:26][CH2:25][C@H:24]([NH:27][C:28](=[O:35])[C:29]5[CH:34]=[CH:33][CH:32]=[CH:31][CH:30]=5)[CH2:23][CH2:22]4)[CH2:15][CH2:14]3)[C:7]=2[O:6][CH2:5]1, predict the reactants needed to synthesize it. The reactants are: Cl.Cl.Cl.[O:4]1[C:8]2[CH:9]=[CH:10][CH:11]=[C:12]([N:13]3[CH2:18][CH2:17][N:16]([CH2:19][CH2:20][C@H:21]4[CH2:26][CH2:25][C@H:24]([NH2:27])[CH2:23][CH2:22]4)[CH2:15][CH2:14]3)[C:7]=2[O:6][CH2:5]1.[C:28](O)(=[O:35])[C:29]1[CH:34]=[CH:33][CH:32]=[CH:31][CH:30]=1. (7) Given the product [Cl:1][C:2]1[CH:3]=[CH:4][CH:5]=[C:6]2[C:10]=1[N:9]([CH:16]([C:17]1[CH:4]=[CH:3][CH:2]=[CH:10][CH:6]=1)[C:15]1[CH:19]=[CH:20][CH:21]=[CH:22][CH:14]=1)[C:8](=[O:11])[C:7]2=[O:12], predict the reactants needed to synthesize it. The reactants are: [Cl:1][C:2]1[CH:3]=[CH:4][CH:5]=[C:6]2[C:10]=1[NH:9][C:8](=[O:11])[C:7]2=[O:12].Cl[C:14]1[CH:22]=[CH:21][CH:20]=[C:19]2[C:15]=1[C:16](=O)[C:17](=O)N2. (8) Given the product [F:1][C:2]([F:22])([F:23])[C:3]1[CH:21]=[CH:20][C:6]([CH2:7][O:8][NH2:9])=[CH:5][CH:4]=1, predict the reactants needed to synthesize it. The reactants are: [F:1][C:2]([F:23])([F:22])[C:3]1[CH:21]=[CH:20][C:6]([CH2:7][O:8][N:9]2C(=O)C3C(=CC=CC=3)C2=O)=[CH:5][CH:4]=1.O.NN. (9) Given the product [F:19][C:2]([F:1])([C:8]1[CH:13]=[CH:12][C:11]([O:14][C:15]([F:16])([F:17])[F:18])=[CH:10][N:9]=1)[CH2:3][OH:4], predict the reactants needed to synthesize it. The reactants are: [F:1][C:2]([F:19])([C:8]1[CH:13]=[CH:12][C:11]([O:14][C:15]([F:18])([F:17])[F:16])=[CH:10][N:9]=1)[C:3](OCC)=[O:4].[BH4-].[Na+]. (10) Given the product [N+:1]([C:4]1[CH:9]=[C:8]([N+:10]([O-:12])=[O:11])[CH:7]=[CH:6][C:5]=1[NH:13][CH2:14][CH2:15][O:16][CH2:21][C:20]#[CH:19])([O-:3])=[O:2], predict the reactants needed to synthesize it. The reactants are: [N+:1]([C:4]1[CH:9]=[C:8]([N+:10]([O-:12])=[O:11])[CH:7]=[CH:6][C:5]=1[NH:13][CH2:14][CH2:15][OH:16])([O-:3])=[O:2].[H-].[Na+].[CH2:19](Br)[C:20]#[CH:21].